From a dataset of Peptide-MHC class I binding affinity with 185,985 pairs from IEDB/IMGT. Regression. Given a peptide amino acid sequence and an MHC pseudo amino acid sequence, predict their binding affinity value. This is MHC class I binding data. (1) The peptide sequence is VISVIFYFI. The MHC is HLA-A68:02 with pseudo-sequence HLA-A68:02. The binding affinity (normalized) is 0.813. (2) The peptide sequence is VNPNLSKL. The MHC is H-2-Db with pseudo-sequence H-2-Db. The binding affinity (normalized) is 0. (3) The peptide sequence is DAVEDFLAF. The MHC is HLA-B35:01 with pseudo-sequence HLA-B35:01. The binding affinity (normalized) is 1.00. (4) The peptide sequence is KVLAARLKR. The MHC is HLA-A33:01 with pseudo-sequence HLA-A33:01. The binding affinity (normalized) is 0.0902. (5) The peptide sequence is HRILDIYLEKE. The MHC is Mamu-B03 with pseudo-sequence Mamu-B03. The binding affinity (normalized) is 0.135. (6) The peptide sequence is IALLDTVAV. The MHC is H-2-Db with pseudo-sequence H-2-Db. The binding affinity (normalized) is 0.434.